Dataset: Peptide-MHC class II binding affinity with 134,281 pairs from IEDB. Task: Regression. Given a peptide amino acid sequence and an MHC pseudo amino acid sequence, predict their binding affinity value. This is MHC class II binding data. (1) The peptide sequence is AFILPGDNLFPKV. The MHC is HLA-DQA10501-DQB10201 with pseudo-sequence HLA-DQA10501-DQB10201. The binding affinity (normalized) is 0.409. (2) The peptide sequence is AALPLLFFALAGQRI. The MHC is DRB1_1302 with pseudo-sequence DRB1_1302. The binding affinity (normalized) is 0.822. (3) The peptide sequence is NAAYNAADHAAPEDK. The binding affinity (normalized) is 0.259. The MHC is HLA-DQA10201-DQB10202 with pseudo-sequence HLA-DQA10201-DQB10202. (4) The peptide sequence is KKTLLDLLKLTVAVGLH. The MHC is DRB3_0202 with pseudo-sequence DRB3_0202. The binding affinity (normalized) is 0.576. (5) The peptide sequence is IRQAGVQYS. The MHC is DRB4_0101 with pseudo-sequence DRB4_0103. The binding affinity (normalized) is 0.0887. (6) The binding affinity (normalized) is 0. The MHC is HLA-DQA10601-DQB10402 with pseudo-sequence HLA-DQA10601-DQB10402. The peptide sequence is LVDEERKLHQQGRCR.